This data is from Catalyst prediction with 721,799 reactions and 888 catalyst types from USPTO. The task is: Predict which catalyst facilitates the given reaction. (1) The catalyst class is: 6. Product: [CH3:1][C:2]1[C:7]([O:8][CH2:9][CH3:10])=[CH:6][CH:5]=[CH:4][C:3]=1[N:11]1[C:15](=[O:16])[N:14]([CH3:17])[N:13]=[N:12]1. Reactant: [CH3:1][C:2]1[C:7]([O:8][CH2:9][CH3:10])=[CH:6][CH:5]=[CH:4][C:3]=1[N:11]1[C:15](=[O:16])[NH:14][N:13]=[N:12]1.[C:17](=O)([O-])[O-].[K+].[K+].CN(C)C=O.S(OC)(OC)(=O)=O. (2) Reactant: [CH3:1][O:2][C:3](=[O:28])[C@@H:4]([N:13]([CH2:21][C:22]1[CH:27]=[CH:26][CH:25]=[CH:24][CH:23]=1)[CH2:14][C:15]1[CH:20]=[CH:19][CH:18]=[CH:17][CH:16]=1)[CH2:5][C:6]1[CH:11]=[CH:10][C:9]([OH:12])=[CH:8][CH:7]=1.C(=O)([O-])[O-].[K+].[K+].[CH3:35][O:36][CH2:37]Cl. Product: [CH3:1][O:2][C:3](=[O:28])[C@@H:4]([N:13]([CH2:14][C:15]1[CH:16]=[CH:17][CH:18]=[CH:19][CH:20]=1)[CH2:21][C:22]1[CH:23]=[CH:24][CH:25]=[CH:26][CH:27]=1)[CH2:5][C:6]1[CH:7]=[CH:8][C:9]([O:12][CH2:35][O:36][CH3:37])=[CH:10][CH:11]=1. The catalyst class is: 10.